Dataset: Reaction yield outcomes from USPTO patents with 853,638 reactions. Task: Predict the reaction yield, written as a fraction of the theoretical maximum amount of product (1.0 means a 100% yield; for example, 0.34 means a 34% yield). The reactants are [NH2:1][C:2]1[N:3]=[C:4]2[CH:9]=[CH:8][C:7]([O:10][C:11]3[CH:12]=[C:13]([NH:17][C:18](=[O:30])[C:19]4[CH:24]=[CH:23][CH:22]=[C:21]([C:25]5([C:28]#[N:29])[CH2:27][CH2:26]5)[CH:20]=4)[CH:14]=[CH:15][CH:16]=3)=[N:6][N:5]2[CH:31]=1.[CH3:32][C:33]1[CH:41]=[CH:40][C:36]([C:37](Cl)=[O:38])=[CH:35][N:34]=1.Cl.CN(C)CCCN=C=NCC.ON1C2C=CC=CC=2N=N1. The catalyst is CN(C)C=O. The product is [C:28]([C:25]1([C:21]2[CH:20]=[C:19]([CH:24]=[CH:23][CH:22]=2)[C:18]([NH:17][C:13]2[CH:12]=[C:11]([CH:16]=[CH:15][CH:14]=2)[O:10][C:7]2[CH:8]=[CH:9][C:4]3[N:5]([CH:31]=[C:2]([NH:1][C:37](=[O:38])[C:36]4[CH:40]=[CH:41][C:33]([CH3:32])=[N:34][CH:35]=4)[N:3]=3)[N:6]=2)=[O:30])[CH2:27][CH2:26]1)#[N:29]. The yield is 0.230.